Dataset: Reaction yield outcomes from USPTO patents with 853,638 reactions. Task: Predict the reaction yield, written as a fraction of the theoretical maximum amount of product (1.0 means a 100% yield; for example, 0.34 means a 34% yield). The reactants are OC(C(F)(F)F)=O.[NH2:8][C@@H:9]1[CH2:13][CH2:12][CH2:11][C@H:10]1[OH:14].[C:15]1([C:21]([C:23]2[CH:28]=[CH:27][CH:26]=[CH:25][CH:24]=2)=N)[CH:20]=[CH:19][CH:18]=[CH:17][CH:16]=1. The catalyst is C(Cl)Cl. The product is [C:15]1([C:21](=[N:8][C@@H:9]2[CH2:13][CH2:12][CH2:11][C@H:10]2[OH:14])[C:23]2[CH:24]=[CH:25][CH:26]=[CH:27][CH:28]=2)[CH:20]=[CH:19][CH:18]=[CH:17][CH:16]=1. The yield is 0.900.